This data is from Merck oncology drug combination screen with 23,052 pairs across 39 cell lines. The task is: Regression. Given two drug SMILES strings and cell line genomic features, predict the synergy score measuring deviation from expected non-interaction effect. (1) Drug 1: O=S1(=O)NC2(CN1CC(F)(F)F)C1CCC2Cc2cc(C=CCN3CCC(C(F)(F)F)CC3)ccc2C1. Drug 2: O=C(NOCC(O)CO)c1ccc(F)c(F)c1Nc1ccc(I)cc1F. Cell line: KPL1. Synergy scores: synergy=27.8. (2) Drug 1: CC1CC2C3CCC4=CC(=O)C=CC4(C)C3(F)C(O)CC2(C)C1(O)C(=O)CO. Drug 2: COC1CC2CCC(C)C(O)(O2)C(=O)C(=O)N2CCCCC2C(=O)OC(C(C)CC2CCC(OP(C)(C)=O)C(OC)C2)CC(=O)C(C)C=C(C)C(O)C(OC)C(=O)C(C)CC(C)C=CC=CC=C1C. Cell line: EFM192B. Synergy scores: synergy=25.0. (3) Drug 1: C#Cc1cccc(Nc2ncnc3cc(OCCOC)c(OCCOC)cc23)c1. Drug 2: CNC(=O)c1cc(Oc2ccc(NC(=O)Nc3ccc(Cl)c(C(F)(F)F)c3)cc2)ccn1. Cell line: NCIH460. Synergy scores: synergy=15.3. (4) Drug 1: CCC1=CC2CN(C1)Cc1c([nH]c3ccccc13)C(C(=O)OC)(c1cc3c(cc1OC)N(C)C1C(O)(C(=O)OC)C(OC(C)=O)C4(CC)C=CCN5CCC31C54)C2. Drug 2: CS(=O)(=O)CCNCc1ccc(-c2ccc3ncnc(Nc4ccc(OCc5cccc(F)c5)c(Cl)c4)c3c2)o1. Cell line: RPMI7951. Synergy scores: synergy=-7.74.